From a dataset of Forward reaction prediction with 1.9M reactions from USPTO patents (1976-2016). Predict the product of the given reaction. (1) Given the reactants Cl.[CH:2]([N:5]1[C:13]2[C:8](=[CH:9][C:10]([C:14]3[O:18][N:17]=[C:16]([C:19]4[CH:28]=[CH:27][CH:26]=[C:25]5[C:20]=4[CH2:21][CH2:22][NH:23][CH2:24]5)[N:15]=3)=[CH:11][CH:12]=2)[CH:7]=[CH:6]1)([CH3:4])[CH3:3].[CH3:29][C:30]1([CH3:37])[O:35][CH2:34][C:33](=O)[CH2:32][O:31]1, predict the reaction product. The product is: [CH3:29][C:30]1([CH3:37])[O:35][CH2:34][CH:33]([N:23]2[CH2:22][CH2:21][C:20]3[C:25](=[CH:26][CH:27]=[CH:28][C:19]=3[C:16]3[N:15]=[C:14]([C:10]4[CH:9]=[C:8]5[C:13](=[CH:12][CH:11]=4)[N:5]([CH:2]([CH3:4])[CH3:3])[CH:6]=[CH:7]5)[O:18][N:17]=3)[CH2:24]2)[CH2:32][O:31]1. (2) Given the reactants C([O:5][C:6]([C:8]1([CH3:16])[CH2:15][CH2:14][CH2:13][CH:12]=[CH:11][CH2:10][CH2:9]1)=O)(C)(C)C.[H-].[Al+3].[Li+].[H-].[H-].[H-].C(OCC)(=O)C.Cl, predict the reaction product. The product is: [CH3:16][C:8]1([CH2:6][OH:5])[CH2:15][CH2:14][CH2:13][CH:12]=[CH:11][CH2:10][CH2:9]1. (3) Given the reactants [C:1]1([C@@H:7]([CH:9]2[CH2:14][CH2:13][O:12][CH2:11][CH2:10]2)O)[CH:6]=[CH:5][CH:4]=[CH:3][CH:2]=1.[Br:15][C:16]1[CH:28]=[N:27][C:26]2[C:25]3[CH:24]=[CH:23][C:22]([S:29]([CH3:31])=[O:30])=[CH:21][C:20]=3[NH:19][C:18]=2[CH:17]=1.C1(P(C2C=CC=CC=2)C2C=CC=CC=2)C=CC=CC=1.CC(OC(/N=N/C(OC(C)C)=O)=O)C, predict the reaction product. The product is: [Br:15][C:16]1[CH:28]=[N:27][C:26]2[C:25]3[CH:24]=[CH:23][C:22]([S:29]([CH3:31])=[O:30])=[CH:21][C:20]=3[N:19]([C@H:7]([C:1]3[CH:6]=[CH:5][CH:4]=[CH:3][CH:2]=3)[CH:9]3[CH2:14][CH2:13][O:12][CH2:11][CH2:10]3)[C:18]=2[CH:17]=1. (4) Given the reactants [CH3:1][N:2]([S:12]([C:15]([CH3:18])([CH3:17])[CH3:16])(=[O:14])=[O:13])[C@H:3]1[CH2:8][CH2:7][C@H:6]([C:9](O)=O)[CH2:5][CH2:4]1.[C:19]1([C:25]2[CH:30]=[CH:29][C:28]([NH2:31])=[C:27]([NH2:32])[CH:26]=2)[CH:24]=[CH:23][CH:22]=[CH:21][CH:20]=1, predict the reaction product. The product is: [CH3:1][N:2]([S:12]([C:15]([CH3:18])([CH3:17])[CH3:16])(=[O:14])=[O:13])[C@H:3]1[CH2:8][CH2:7][C@H:6]([C:9]2[NH:32][C:27]3[CH:26]=[C:25]([C:19]4[CH:24]=[CH:23][CH:22]=[CH:21][CH:20]=4)[CH:30]=[CH:29][C:28]=3[N:31]=2)[CH2:5][CH2:4]1.